Dataset: M1 muscarinic receptor antagonist screen with 61,756 compounds. Task: Binary Classification. Given a drug SMILES string, predict its activity (active/inactive) in a high-throughput screening assay against a specified biological target. (1) The drug is O=C1N(C(\C(C1=O)=C(\O)c1ccc(cc1)C)c1c(OC)cccc1)Cc1occc1. The result is 0 (inactive). (2) The drug is S(CC(=O)N1CCN(CC1)C(OCC)=O)c1oc(nn1)C1Oc2c(OC1)cccc2. The result is 0 (inactive). (3) The compound is O=C(N)C=1C(n2[nH]c(nc2=NC1C)c1ccc(OC)cc1)c1cccnc1. The result is 0 (inactive). (4) The molecule is Fc1ccc(CNC(=O)NC(C)C(OC)=O)cc1. The result is 0 (inactive).